Predict which catalyst facilitates the given reaction. From a dataset of Catalyst prediction with 721,799 reactions and 888 catalyst types from USPTO. (1) Reactant: [F:1][C:2]1[CH:3]=[C:4]([C:8]([CH3:13])([CH3:12])[C:9](O)=[O:10])[CH:5]=[CH:6][CH:7]=1.C(N(CC)CC)C.ClC(OCC)=O.[N-:27]=[N+:28]=[N-:29].[Na+]. Product: [F:1][C:2]1[CH:3]=[C:4]([C:8]([CH3:13])([CH3:12])[C:9]([N:27]=[N+:28]=[N-:29])=[O:10])[CH:5]=[CH:6][CH:7]=1. The catalyst class is: 249. (2) Product: [C:15]([O:14][C:12]([NH:7][C@H:6]([CH2:10][CH2:9][C:8](=[O:11])[C:21]1[C:20]([F:19])=[CH:25][C:24]([F:26])=[CH:23][C:22]=1[F:27])[C:4]([O:3][CH2:2][CH3:1])=[O:5])=[O:13])([CH3:18])([CH3:17])[CH3:16]. Reactant: [CH3:1][CH2:2][O:3][C:4]([C@H:6]1[CH2:10][CH2:9][C:8](=[O:11])[N:7]1[C:12]([O:14][C:15]([CH3:18])([CH3:17])[CH3:16])=[O:13])=[O:5].[F:19][C:20]1[CH:25]=[C:24]([F:26])[CH:23]=[C:22]([F:27])[C:21]=1[Mg]Br.[Cl-].[NH4+].C(OCC)(=O)C. The catalyst class is: 7. (3) Product: [CH3:13][C@@H:14]1[CH2:19][CH2:18][N:17]([C:20](=[O:24])[CH2:21][C:22]#[N:23])[CH2:16][C@@H:15]1[N:25]([CH3:26])[C:2]1[N:7]2[N:8]=[CH:9][N:10]=[C:6]2[N:5]=[C:4]([CH3:11])[CH:3]=1. The catalyst class is: 38. Reactant: Cl[C:2]1[N:7]2[N:8]=[CH:9][N:10]=[C:6]2[N:5]=[C:4]([CH3:11])[CH:3]=1.Cl.[CH3:13][C@@H:14]1[CH2:19][CH2:18][N:17]([C:20](=[O:24])[CH2:21][C:22]#[N:23])[CH2:16][C@@H:15]1[NH:25][CH3:26].C(=O)([O-])[O-].[K+].[K+]. (4) Reactant: C([C@@](C(O)=O)(O)[C@@](C(=O)C1C=CC(OC)=CC=1)(O)C(O)=O)(=O)C1C=CC(OC)=CC=1.[CH3:31][N:32]([CH3:52])[CH2:33][CH2:34][C@H:35]([O:41][C:42]1[C:51]2[C:46](=[CH:47][CH:48]=[CH:49][CH:50]=2)[CH:45]=[CH:44][CH:43]=1)[C:36]1[S:37][CH:38]=[CH:39][CH:40]=1.O.N. Product: [CH3:52][N:32]([CH3:31])[CH2:33][CH2:34][C@H:35]([O:41][C:42]1[C:51]2[C:46](=[CH:47][CH:48]=[CH:49][CH:50]=2)[CH:45]=[CH:44][CH:43]=1)[C:36]1[S:37][CH:38]=[CH:39][CH:40]=1. The catalyst class is: 4. (5) Reactant: [Cl:1][C:2]1[CH:7]=[CH:6][C:5]([S:8][C:9](=[CH:22][N:23](C)C)[C:10]([C:12]2[CH:17]=[CH:16][C:15]([S:18]([CH3:21])(=[O:20])=[O:19])=[CH:14][CH:13]=2)=O)=[CH:4][CH:3]=1.O.[NH2:27]N. Product: [Cl:1][C:2]1[CH:7]=[CH:6][C:5]([S:8][C:9]2[C:10]([C:12]3[CH:17]=[CH:16][C:15]([S:18]([CH3:21])(=[O:20])=[O:19])=[CH:14][CH:13]=3)=[N:27][NH:23][CH:22]=2)=[CH:4][CH:3]=1. The catalyst class is: 8. (6) Reactant: [H-].[Al+3].[Li+].[H-].[H-].[H-].[F:7][C:8]1[CH:17]=[C:16]([N:18]2[CH:22]=[CH:21][CH:20]=[N:19]2)[CH:15]=[CH:14][C:9]=1[C:10](OC)=[O:11].O. Product: [F:7][C:8]1[CH:17]=[C:16]([N:18]2[CH:22]=[CH:21][CH:20]=[N:19]2)[CH:15]=[CH:14][C:9]=1[CH2:10][OH:11]. The catalyst class is: 1. (7) The catalyst class is: 3. Reactant: Cl.Cl.[C:3]1([S:9]([N:12]2[C:16]3[N:17]=[CH:18][N:19]=[C:20]([N:21]4[CH2:26][CH2:25][NH:24][CH2:23][CH2:22]4)[C:15]=3[C:14]([CH3:27])=[CH:13]2)(=[O:11])=[O:10])[CH:8]=[CH:7][CH:6]=[CH:5][CH:4]=1.C([O:32][C:33]([NH:35][CH2:36][CH:37]([C:41]1[CH:46]=[CH:45][C:44]([Cl:47])=[CH:43][CH:42]=1)[C:38](O)=[O:39])=[O:34])(C)(C)C.CN(C(ON1N=NC2C=CC=CC1=2)=[N+](C)C)C.F[P-](F)(F)(F)(F)F. Product: [C:3]1([S:9]([N:12]2[C:16]3[N:17]=[CH:18][N:19]=[C:20]([N:21]4[CH2:26][CH2:25][N:24]([C:38](=[O:39])[CH:37]([C:41]5[CH:42]=[CH:43][C:44]([Cl:47])=[CH:45][CH:46]=5)[CH2:36][NH:35][C:33](=[O:32])[OH:34])[CH2:23][CH2:22]4)[C:15]=3[C:14]([CH3:27])=[CH:13]2)(=[O:10])=[O:11])[CH:8]=[CH:7][CH:6]=[CH:5][CH:4]=1. (8) Reactant: [N:1]1[CH:6]=[CH:5][CH:4]=[C:3]([NH:7][C:8]([C:10]2[C:18]3[C:17]4[CH:19]=[CH:20][CH:21]=[CH:22][C:16]=4[O:15][C:14]=3[C:13]([O:23][CH2:24][CH:25]3[CH2:27][CH2:26]3)=[CH:12][CH:11]=2)=[O:9])[CH:2]=1.ClC1C=CC=C(C(OO)=[O:36])C=1. Product: [N:1]1[CH:6]=[CH:5][CH:4]=[C:3]([NH+:7]([O-:36])[C:8]([C:10]2[C:18]3[C:17]4[CH:19]=[CH:20][CH:21]=[CH:22][C:16]=4[O:15][C:14]=3[C:13]([O:23][CH2:24][CH:25]3[CH2:27][CH2:26]3)=[CH:12][CH:11]=2)=[O:9])[CH:2]=1. The catalyst class is: 22. (9) Product: [CH2:20]([C:19]([C:16]1[CH:17]=[CH:18][C:13]([C:11]2[CH:12]=[C:7]([CH2:6][C:5]([OH:40])=[O:4])[CH:8]=[N:9][CH:10]=2)=[C:14]([CH3:39])[CH:15]=1)([C:22]1[CH:27]=[CH:26][C:25]([C:28]#[C:29][C:30]2([OH:35])[CH2:31][CH2:32][CH2:33][CH2:34]2)=[C:24]([CH3:36])[CH:23]=1)[CH2:37][CH3:38])[CH3:21]. The catalyst class is: 5. Reactant: [OH-].[Na+].C[O:4][C:5](=[O:40])[CH2:6][C:7]1[CH:8]=[N:9][CH:10]=[C:11]([C:13]2[CH:18]=[CH:17][C:16]([C:19]([CH2:37][CH3:38])([C:22]3[CH:27]=[CH:26][C:25]([C:28]#[C:29][C:30]4([OH:35])[CH2:34][CH2:33][CH2:32][CH2:31]4)=[C:24]([CH3:36])[CH:23]=3)[CH2:20][CH3:21])=[CH:15][C:14]=2[CH3:39])[CH:12]=1.[Cl-].[NH4+].